This data is from NCI-60 drug combinations with 297,098 pairs across 59 cell lines. The task is: Regression. Given two drug SMILES strings and cell line genomic features, predict the synergy score measuring deviation from expected non-interaction effect. (1) Drug 1: C1CCC(C1)C(CC#N)N2C=C(C=N2)C3=C4C=CNC4=NC=N3. Drug 2: COCCOC1=C(C=C2C(=C1)C(=NC=N2)NC3=CC=CC(=C3)C#C)OCCOC.Cl. Cell line: OVCAR3. Synergy scores: CSS=10.8, Synergy_ZIP=-2.53, Synergy_Bliss=-0.467, Synergy_Loewe=-16.2, Synergy_HSA=-4.17. (2) Drug 1: C1=CC(=CC=C1CC(C(=O)O)N)N(CCCl)CCCl.Cl. Drug 2: CCC1(C2=C(COC1=O)C(=O)N3CC4=CC5=C(C=CC(=C5CN(C)C)O)N=C4C3=C2)O.Cl. Cell line: A498. Synergy scores: CSS=2.21, Synergy_ZIP=-4.36, Synergy_Bliss=-3.42, Synergy_Loewe=-11.8, Synergy_HSA=-5.97. (3) Drug 1: CC(C1=C(C=CC(=C1Cl)F)Cl)OC2=C(N=CC(=C2)C3=CN(N=C3)C4CCNCC4)N. Drug 2: CC(C)(C#N)C1=CC(=CC(=C1)CN2C=NC=N2)C(C)(C)C#N. Cell line: M14. Synergy scores: CSS=-1.49, Synergy_ZIP=2.67, Synergy_Bliss=2.56, Synergy_Loewe=0.329, Synergy_HSA=-1.01. (4) Drug 1: C1CC(C1)(C(=O)O)C(=O)O.[NH2-].[NH2-].[Pt+2]. Drug 2: CS(=O)(=O)OCCCCOS(=O)(=O)C. Cell line: NCI-H460. Synergy scores: CSS=51.1, Synergy_ZIP=-10.4, Synergy_Bliss=-3.51, Synergy_Loewe=-0.952, Synergy_HSA=0.411. (5) Drug 1: COC1=NC(=NC2=C1N=CN2C3C(C(C(O3)CO)O)O)N. Drug 2: CC1=C(C(=CC=C1)Cl)NC(=O)C2=CN=C(S2)NC3=CC(=NC(=N3)C)N4CCN(CC4)CCO. Cell line: IGROV1. Synergy scores: CSS=3.35, Synergy_ZIP=-2.37, Synergy_Bliss=-2.78, Synergy_Loewe=-80.9, Synergy_HSA=-9.26. (6) Drug 1: CCC(=C(C1=CC=CC=C1)C2=CC=C(C=C2)OCCN(C)C)C3=CC=CC=C3.C(C(=O)O)C(CC(=O)O)(C(=O)O)O. Drug 2: CC1=C2C(C(=O)C3(C(CC4C(C3C(C(C2(C)C)(CC1OC(=O)C(C(C5=CC=CC=C5)NC(=O)OC(C)(C)C)O)O)OC(=O)C6=CC=CC=C6)(CO4)OC(=O)C)O)C)O. Cell line: LOX IMVI. Synergy scores: CSS=47.8, Synergy_ZIP=33.6, Synergy_Bliss=35.7, Synergy_Loewe=29.8, Synergy_HSA=31.8. (7) Drug 1: CN(C)C1=NC(=NC(=N1)N(C)C)N(C)C. Drug 2: CC1=C(C=C(C=C1)NC(=O)C2=CC=C(C=C2)CN3CCN(CC3)C)NC4=NC=CC(=N4)C5=CN=CC=C5. Cell line: RXF 393. Synergy scores: CSS=-1.68, Synergy_ZIP=0.630, Synergy_Bliss=-2.54, Synergy_Loewe=-7.90, Synergy_HSA=-5.75.